From a dataset of Reaction yield outcomes from USPTO patents with 853,638 reactions. Predict the reaction yield, written as a fraction of the theoretical maximum amount of product (1.0 means a 100% yield; for example, 0.34 means a 34% yield). (1) The reactants are [CH3:1][C@H:2]1[CH2:7][CH2:6][C@@H:5]([CH2:8][O:9]S(C)(=O)=O)[CH2:4][N:3]1[C:14]([O:16][C:17]([CH3:20])([CH3:19])[CH3:18])=[O:15].C(=O)([O-])[O-].[Cs+].[Cs+].[F:27][C:28]([F:37])([F:36])[C:29]1[CH:34]=[CH:33][C:32](O)=[CH:31][CH:30]=1.O. The catalyst is CN(C=O)C. The product is [CH3:1][C@H:2]1[CH2:7][CH2:6][C@@H:5]([CH2:8][O:9][C:32]2[CH:33]=[CH:34][C:29]([C:28]([F:37])([F:36])[F:27])=[CH:30][CH:31]=2)[CH2:4][N:3]1[C:14]([O:16][C:17]([CH3:20])([CH3:19])[CH3:18])=[O:15]. The yield is 0.940. (2) The reactants are C(OC(C1(CCCBr)CCC1)=O)C.C([O:16][C:17]([C:19]1([CH2:23][CH2:24][CH2:25][S:26][CH3:27])[CH2:22][CH2:21][CH2:20]1)=[O:18])C. No catalyst specified. The product is [CH3:27][S:26][CH2:25][CH2:24][CH2:23][C:19]1([C:17]([OH:18])=[O:16])[CH2:22][CH2:21][CH2:20]1. The yield is 0.160. (3) The reactants are [H-].[Na+].[F:3][C:4]1[CH:5]=[C:6]([CH:11]([OH:16])[C:12]([F:15])([F:14])[F:13])[CH:7]=[CH:8][C:9]=1[F:10].[Cl:17][C:18]1[CH:23]=[C:22](Cl)[N:21]=[CH:20][N:19]=1. The catalyst is C1COCC1. The product is [Cl:17][C:18]1[CH:23]=[C:22]([O:16][CH:11]([C:6]2[CH:7]=[CH:8][C:9]([F:10])=[C:4]([F:3])[CH:5]=2)[C:12]([F:13])([F:14])[F:15])[N:21]=[CH:20][N:19]=1. The yield is 0.700.